This data is from NCI-60 drug combinations with 297,098 pairs across 59 cell lines. The task is: Regression. Given two drug SMILES strings and cell line genomic features, predict the synergy score measuring deviation from expected non-interaction effect. (1) Drug 1: CC1C(C(=O)NC(C(=O)N2CCCC2C(=O)N(CC(=O)N(C(C(=O)O1)C(C)C)C)C)C(C)C)NC(=O)C3=C4C(=C(C=C3)C)OC5=C(C(=O)C(=C(C5=N4)C(=O)NC6C(OC(=O)C(N(C(=O)CN(C(=O)C7CCCN7C(=O)C(NC6=O)C(C)C)C)C)C(C)C)C)N)C. Drug 2: COC1=NC(=NC2=C1N=CN2C3C(C(C(O3)CO)O)O)N. Cell line: MOLT-4. Synergy scores: CSS=79.2, Synergy_ZIP=1.07, Synergy_Bliss=1.00, Synergy_Loewe=2.70, Synergy_HSA=5.61. (2) Drug 1: CC12CCC3C(C1CCC2OP(=O)(O)O)CCC4=C3C=CC(=C4)OC(=O)N(CCCl)CCCl.[Na+]. Drug 2: B(C(CC(C)C)NC(=O)C(CC1=CC=CC=C1)NC(=O)C2=NC=CN=C2)(O)O. Cell line: NCI/ADR-RES. Synergy scores: CSS=15.9, Synergy_ZIP=-8.45, Synergy_Bliss=-10.5, Synergy_Loewe=-26.8, Synergy_HSA=-8.39. (3) Drug 1: CCC1(CC2CC(C3=C(CCN(C2)C1)C4=CC=CC=C4N3)(C5=C(C=C6C(=C5)C78CCN9C7C(C=CC9)(C(C(C8N6C)(C(=O)OC)O)OC(=O)C)CC)OC)C(=O)OC)O.OS(=O)(=O)O. Drug 2: C1CN(P(=O)(OC1)NCCCl)CCCl. Cell line: HT29. Synergy scores: CSS=6.74, Synergy_ZIP=5.19, Synergy_Bliss=10.8, Synergy_Loewe=-63.3, Synergy_HSA=5.44.